Dataset: Catalyst prediction with 721,799 reactions and 888 catalyst types from USPTO. Task: Predict which catalyst facilitates the given reaction. (1) Reactant: [Cl:1][C:2]1[CH:3]=[C:4]([C:9]2([OH:25])[CH2:12][C:11]3([CH2:17][CH2:16][N:15]([C:18](OC(C)(C)C)=[O:19])[CH2:14][CH2:13]3)[CH2:10]2)[CH:5]=[CH:6][C:7]=1[F:8].Cl.O1CCOCC1.C1(OC(=O)[NH:41][C:42]2[O:46][N:45]=[C:44]([CH3:47])[C:43]=2[CH3:48])C=CC=CC=1.CCN(C(C)C)C(C)C. Product: [Cl:1][C:2]1[CH:3]=[C:4]([C:9]2([OH:25])[CH2:12][C:11]3([CH2:13][CH2:14][N:15]([C:18]([NH:41][C:42]4[O:46][N:45]=[C:44]([CH3:47])[C:43]=4[CH3:48])=[O:19])[CH2:16][CH2:17]3)[CH2:10]2)[CH:5]=[CH:6][C:7]=1[F:8]. The catalyst class is: 545. (2) Product: [Br:19][C:17]1[S:18][C:11]2[C:10]([Cl:9])=[N:15][CH:14]=[N:13][C:12]=2[CH:16]=1. The catalyst class is: 7. Reactant: C(NC(C)C)(C)C.[Li].[Cl:9][C:10]1[C:11]2[S:18][CH:17]=[CH:16][C:12]=2[N:13]=[CH:14][N:15]=1.[Br:19]C(F)(F)C(Br)(F)F.O. (3) Reactant: [O:1]1[C:5]([CH2:6][OH:7])=[CH:4][N:3]=[CH:2]1.N1C=CN=C1.[Si:13](Cl)([C:26]([CH3:29])([CH3:28])[CH3:27])([C:20]1[CH:25]=[CH:24][CH:23]=[CH:22][CH:21]=1)[C:14]1[CH:19]=[CH:18][CH:17]=[CH:16][CH:15]=1.O. Product: [C:26]([Si:13]([C:20]1[CH:25]=[CH:24][CH:23]=[CH:22][CH:21]=1)([C:14]1[CH:15]=[CH:16][CH:17]=[CH:18][CH:19]=1)[O:7][CH2:6][C:5]1[O:1][CH:2]=[N:3][CH:4]=1)([CH3:29])([CH3:27])[CH3:28]. The catalyst class is: 3. (4) Reactant: C(N1C=CN=C1)(N1C=CN=C1)=O.[CH:13]1([C@@:19]([OH:29])([C:23]2[CH:28]=[CH:27][CH:26]=[CH:25][CH:24]=2)[C:20]([OH:22])=O)[CH2:18][CH2:17][CH2:16][CH2:15][CH2:14]1.[CH3:30][N:31]([CH2:33][C:34]([NH:36][NH2:37])=[O:35])[CH3:32]. Product: [CH3:30][N:31]([CH3:32])[CH2:33][C:34]([NH:36][NH:37][C:20](=[O:22])[C@:19]([CH:13]1[CH2:14][CH2:15][CH2:16][CH2:17][CH2:18]1)([OH:29])[C:23]1[CH:28]=[CH:27][CH:26]=[CH:25][CH:24]=1)=[O:35]. The catalyst class is: 754.